Task: Predict the reactants needed to synthesize the given product.. Dataset: Full USPTO retrosynthesis dataset with 1.9M reactions from patents (1976-2016) (1) Given the product [F:1][C:2]1[CH:3]=[C:4]([CH:7]=[C:8]([N+:10]([O-:12])=[O:11])[CH:9]=1)[C:5]([NH2:6])=[O:15], predict the reactants needed to synthesize it. The reactants are: [F:1][C:2]1[CH:3]=[C:4]([CH:7]=[C:8]([N+:10]([O-:12])=[O:11])[CH:9]=1)[C:5]#[N:6].O.S(=O)(=O)(O)[OH:15].N. (2) Given the product [O:10]([CH2:17][C:68]([N:66]1[CH2:67][CH2:6][CH2:4][CH2:5][C@@H:65]1[C:41]1[N:46]=[C:45]([C:44]2[CH:43]=[CH:42][N:47]=[N:48][CH:22]=2)[O:39][N:40]=1)=[O:69])[C:11]1[CH:12]=[CH:13][CH:14]=[CH:15][CH:16]=1, predict the reactants needed to synthesize it. The reactants are: CCN(C(C)C)[CH:4]([CH3:6])[CH3:5].[O:10]([CH2:17]C(Cl)=O)[C:11]1[CH:16]=[CH:15][CH:14]=[CH:13][CH:12]=1.O(CC(O)=O)[C:22]1C=CC=CC=1.CN(C([O:39][N:40]1[N:48]=[N:47][C:42]2[CH:43]=[CH:44][CH:45]=[N:46][C:41]1=2)=[N+](C)C)C.F[P-](F)(F)(F)(F)F.CCN(C(C)C)C(C)C.[CH3:65][N:66]([CH:68]=[O:69])[CH3:67]. (3) Given the product [CH:26]1[C:25]2[CH:24]([CH2:23][O:22][C:20]([NH:37][CH2:38][C:39]([NH:1][C:2]3[CH:3]=[C:4]([CH:8]=[CH:9][CH:10]=3)[C:5]([OH:7])=[O:6])=[O:40])=[O:21])[C:36]3[C:31](=[CH:32][CH:33]=[CH:34][CH:35]=3)[C:30]=2[CH:29]=[CH:28][CH:27]=1, predict the reactants needed to synthesize it. The reactants are: [NH2:1][C:2]1[CH:3]=[C:4]([CH:8]=[CH:9][CH:10]=1)[C:5]([OH:7])=[O:6].C(N(C(C)C)C(C)C)C.[C:20]([NH:37][CH2:38][C:39](Cl)=[O:40])([O:22][CH2:23][CH:24]1[C:36]2[C:31](=[CH:32][CH:33]=[CH:34][CH:35]=2)[C:30]2[C:25]1=[CH:26][CH:27]=[CH:28][CH:29]=2)=[O:21].Cl. (4) Given the product [F:15][C:16]1[CH:21]=[CH:20][C:19]([O:22][C:8]2[S:12][C:11]([C:13]#[N:14])=[CH:10][CH:9]=2)=[CH:18][CH:17]=1, predict the reactants needed to synthesize it. The reactants are: CS(C)=O.[N+]([C:8]1[S:12][C:11]([C:13]#[N:14])=[CH:10][CH:9]=1)([O-])=O.[F:15][C:16]1[CH:21]=[CH:20][C:19]([OH:22])=[CH:18][CH:17]=1.C(=O)([O-])[O-].[K+].[K+].